Dataset: Reaction yield outcomes from USPTO patents with 853,638 reactions. Task: Predict the reaction yield, written as a fraction of the theoretical maximum amount of product (1.0 means a 100% yield; for example, 0.34 means a 34% yield). (1) The reactants are N12CCN(CC1)CC2.[CH3:9][N:10]([CH3:15])[S:11](Cl)(=[O:13])=[O:12].[NH:16]1[CH:20]=[CH:19][CH:18]=[N:17]1. The catalyst is C(#N)C. The product is [CH3:9][N:10]([CH3:15])[S:11]([N:16]1[CH:20]=[CH:19][CH:18]=[N:17]1)(=[O:13])=[O:12]. The yield is 0.910. (2) The reactants are [CH3:1]OC(OC)N(C)C.[CH:9]([N:22]1[CH2:25][C:24]([NH:29][CH2:30][C:31]2[CH:36]=[CH:35][CH:34]=[CH:33][CH:32]=2)([C:26]([NH2:28])=[O:27])[CH2:23]1)([C:16]1[CH:21]=[CH:20][CH:19]=[CH:18][CH:17]=1)[C:10]1[CH:15]=[CH:14][CH:13]=[CH:12][CH:11]=1. No catalyst specified. The product is [CH:9]([N:22]1[CH2:23][C:24]2([C:26](=[O:27])[N:28]=[CH:1][N:29]2[CH2:30][C:31]2[CH:36]=[CH:35][CH:34]=[CH:33][CH:32]=2)[CH2:25]1)([C:10]1[CH:15]=[CH:14][CH:13]=[CH:12][CH:11]=1)[C:16]1[CH:17]=[CH:18][CH:19]=[CH:20][CH:21]=1. The yield is 0.620. (3) The product is [C:42]([C:36]1[CH:35]=[C:34]([N:33]([C:8]2[CH:7]=[CH:19][CH:18]=[C:10]([N:11]3[C:12]4[CH:13]=[CH:14][C:15]([C:20]5[CH:25]=[CH:24][CH:23]=[CH:22][CH:21]=5)=[CH:16][C:17]=4[C:27]4[C:26]3=[CH:31][CH:30]=[C:29]([C:46]3[CH:44]=[CH:47][CH:17]=[CH:12][CH:13]=3)[CH:28]=4)[CH:9]=2)[C:7]2[CH:8]=[CH:9][CH:10]=[CH:18][CH:19]=2)[CH:41]=[C:38]([C:39]#[N:40])[CH:37]=1)#[N:43]. The reactants are C1([C:7]2[CH:8]=[CH:9][C:10]3[N:11]([C:26]4[CH:27]=[C:28](Br)[CH:29]=[CH:30][CH:31]=4)[C:12]4[C:17]([C:18]=3[CH:19]=2)=[CH:16][C:15]([C:20]2[CH:25]=[CH:24][CH:23]=[CH:22][CH:21]=2)=[CH:14][CH:13]=4)C=CC=CC=1.[NH2:33][C:34]1[CH:35]=[C:36]([C:42]#[N:43])[CH:37]=[C:38]([CH:41]=1)[C:39]#[N:40].[C:44](O[Na])([CH3:47])([CH3:46])C. The catalyst is C1(C)C=CC=CC=1.C1C=CC(/C=C/C(/C=C/C2C=CC=CC=2)=O)=CC=1.C1C=CC(/C=C/C(/C=C/C2C=CC=CC=2)=O)=CC=1.C1C=CC(/C=C/C(/C=C/C2C=CC=CC=2)=O)=CC=1.[Pd].[Pd]. The yield is 0.500. (4) The reactants are [O:1]1[C:5]2[CH:6]=[CH:7][CH:8]=[CH:9][C:4]=2[C:3]([C:10]2[C:18](=O)[N:17]3[C:13]([NH:14][C:15]4[CH:23]=[CH:22][CH:21]=[CH:20][C:16]=43)=[C:12]([C:24]#[N:25])[C:11]=2[CH3:26])=[CH:2]1.C(=O)([O-])O.[Na+].P(Cl)(Cl)([Cl:34])=O. No catalyst specified. The product is [O:1]1[C:5]2[CH:6]=[CH:7][CH:8]=[CH:9][C:4]=2[C:3]([C:10]2[C:11]([CH3:26])=[C:12]([C:24]#[N:25])[C:13]3[N:17]([C:18]=2[Cl:34])[C:16]2[CH:20]=[CH:21][CH:22]=[CH:23][C:15]=2[N:14]=3)=[CH:2]1. The yield is 0.730.